From a dataset of Full USPTO retrosynthesis dataset with 1.9M reactions from patents (1976-2016). Predict the reactants needed to synthesize the given product. (1) Given the product [N+:1]([C:4]1[CH:5]=[CH:6][C:7]([CH2:8][N:9]2[C:13]([C:14]([NH2:16])=[O:15])=[C:12]([O:17][CH3:20])[N:11]=[CH:10]2)=[CH:18][CH:19]=1)([O-:3])=[O:2], predict the reactants needed to synthesize it. The reactants are: [N+:1]([C:4]1[CH:19]=[CH:18][C:7]([CH2:8][N:9]2[C:13]([C:14]([NH2:16])=[O:15])=[C:12]([OH:17])[N:11]=[CH:10]2)=[CH:6][CH:5]=1)([O-:3])=[O:2].[C:20](=O)([O-])[O-].[K+].[K+].CI. (2) Given the product [F:34][C:2]1([C:14]2[CH:19]=[CH:18][C:17]([O:20][CH2:21][CH2:22][NH:23][S:24]([CH3:27])(=[O:26])=[O:25])=[CH:16][CH:15]=2)[CH2:6][CH2:5][CH2:4][CH:3]1[NH:7][S:8]([CH:11]([CH3:13])[CH3:12])(=[O:10])=[O:9], predict the reactants needed to synthesize it. The reactants are: O[C:2]1([C:14]2[CH:19]=[CH:18][C:17]([O:20][CH2:21][CH2:22][NH:23][S:24]([CH3:27])(=[O:26])=[O:25])=[CH:16][CH:15]=2)[CH2:6][CH2:5][CH2:4][CH:3]1[NH:7][S:8]([CH:11]([CH3:13])[CH3:12])(=[O:10])=[O:9].CCN(S(F)(F)[F:34])CC. (3) Given the product [C:17]([C:3]1[N:4]=[CH:5][C:6]([NH:8][C@H:9]([CH2:13][CH:14]([CH3:16])[CH3:15])[C:10]([NH2:12])=[O:11])=[N:7][C:2]=1[NH:19][C:20]1[CH:28]=[CH:27][CH:26]=[C:25]2[C:21]=1[CH:22]=[CH:23][N:24]2[CH3:29])#[N:18], predict the reactants needed to synthesize it. The reactants are: Cl[C:2]1[N:7]=[C:6]([NH:8][C@H:9]([CH2:13][CH:14]([CH3:16])[CH3:15])[C:10]([NH2:12])=[O:11])[CH:5]=[N:4][C:3]=1[C:17]#[N:18].[NH2:19][C:20]1[CH:28]=[CH:27][CH:26]=[C:25]2[C:21]=1[CH:22]=[CH:23][N:24]2[CH3:29].C([O-])([O-])=O.[K+].[K+].C1C=CC(P(C2C(C3C(P(C4C=CC=CC=4)C4C=CC=CC=4)=CC=C4C=3C=CC=C4)=C3C(C=CC=C3)=CC=2)C2C=CC=CC=2)=CC=1. (4) Given the product [F:1][C:2]1[CH:3]=[C:4]([C@H:8]2[CH2:12][CH2:11][CH2:10][N:9]2[C:13]2[CH:18]=[CH:17][N:16]3[N:19]=[CH:20][C:21]([C:22]([NH:31][O:32][CH3:33])=[O:24])=[C:15]3[N:14]=2)[CH:5]=[CH:6][CH:7]=1, predict the reactants needed to synthesize it. The reactants are: [F:1][C:2]1[CH:3]=[C:4]([C@H:8]2[CH2:12][CH2:11][CH2:10][N:9]2[C:13]2[CH:18]=[CH:17][N:16]3[N:19]=[CH:20][C:21]([C:22]([OH:24])=O)=[C:15]3[N:14]=2)[CH:5]=[CH:6][CH:7]=1.S(Cl)(Cl)=O.Cl.C[NH:31][OH:32].[CH:33](N(C(C)C)CC)(C)C. (5) Given the product [ClH:17].[CH3:28][C:26]1[C:25](=[O:29])[NH:24][C:23](=[O:30])[N:22]([CH2:21][CH2:20][CH2:19][CH2:18][CH2:31][N:11]2[CH2:12][C@H:13]3[C@:9]([C:6]4[CH:5]=[CH:4][C:3]([C:2]([F:1])([F:15])[F:16])=[CH:8][CH:7]=4)([CH2:14]3)[CH2:10]2)[CH:27]=1, predict the reactants needed to synthesize it. The reactants are: [F:1][C:2]([F:16])([F:15])[C:3]1[CH:8]=[CH:7][C:6]([C@:9]23[CH2:14][C@H:13]2[CH2:12][NH:11][CH2:10]3)=[CH:5][CH:4]=1.[Cl:17][CH:18]([CH3:31])[CH2:19][CH2:20][CH2:21][N:22]1[CH:27]=[C:26]([CH3:28])[C:25](=[O:29])[NH:24][C:23]1=[O:30].[Cl-].[NH4+]. (6) The reactants are: [CH3:1][C:2]1([CH3:32])[CH2:7][CH2:6][CH:5]([N:8]([CH2:16][C:17]2[CH:22]=[CH:21][C:20]([C:23]3[CH:28]=[CH:27][CH:26]=[C:25]([C:29]([OH:31])=O)[CH:24]=3)=[CH:19][CH:18]=2)[C:9]([O:11][C:12]([CH3:15])([CH3:14])[CH3:13])=[O:10])[CH2:4][CH2:3]1.CCN(C(C)C)C(C)C.CN(C(ON1N=NC2C=CC=NC1=2)=[N+](C)C)C.F[P-](F)(F)(F)(F)F.[CH2:66]([NH2:74])[CH2:67][C:68]1[CH:73]=[CH:72][CH:71]=[CH:70][CH:69]=1. Given the product [CH3:32][C:2]1([CH3:1])[CH2:3][CH2:4][CH:5]([N:8]([CH2:16][C:17]2[CH:18]=[CH:19][C:20]([C:23]3[CH:28]=[CH:27][CH:26]=[C:25]([C:29]([NH:74][CH2:66][CH2:67][C:68]4[CH:73]=[CH:72][CH:71]=[CH:70][CH:69]=4)=[O:31])[CH:24]=3)=[CH:21][CH:22]=2)[C:9](=[O:10])[O:11][C:12]([CH3:13])([CH3:15])[CH3:14])[CH2:6][CH2:7]1, predict the reactants needed to synthesize it. (7) Given the product [CH:23]1[CH:24]=[CH:25][O:26][C:17]2[C:18]=1[C:19]1[C:14](=[CH:15][CH:16]=2)[NH:13][C:12]2=[CH:11][CH:10]=[N:9][CH:22]=[CH:21][C:20]=12, predict the reactants needed to synthesize it. The reactants are: C([N:9]1[CH2:22][CH2:21][C:20]2[C:19]3[C:14](=[CH:15][CH:16]=[C:17]4[O:26][CH2:25][CH:24]=[CH:23][C:18]4=3)[N:13](C)[C:12]=2[CH2:11][CH2:10]1)(=O)C1C=CC=CC=1.C(OCC#C)C#C. (8) Given the product [Cl:11][C:5]1[CH:4]=[N:3][C:2]([Cl:1])=[C:7]2[NH:8][CH:12]=[CH:13][C:6]=12, predict the reactants needed to synthesize it. The reactants are: [Cl:1][C:2]1[C:7]([N+:8]([O-])=O)=[CH:6][C:5]([Cl:11])=[CH:4][N:3]=1.[CH:12]([Mg]Br)=[CH2:13].[Cl-].[NH4+].